From a dataset of Catalyst prediction with 721,799 reactions and 888 catalyst types from USPTO. Predict which catalyst facilitates the given reaction. (1) The catalyst class is: 46. Reactant: [S:1]1[CH:5]=[CH:4][CH:3]=[C:2]1[C:6]#[C:7][CH2:8][CH2:9][CH2:10][OH:11].C(N(CC)CC)C.[CH3:19][S:20](Cl)(=[O:22])=[O:21]. Product: [CH3:19][S:20]([O:11][CH2:10][CH2:9][CH2:8][C:7]#[C:6][C:2]1[S:1][CH:5]=[CH:4][CH:3]=1)(=[O:22])=[O:21]. (2) Reactant: Br[C:2]1[N:6]=[C:5]([S:7][CH3:8])[N:4]([C:9]2[C:14]([F:15])=[CH:13][C:12]([F:16])=[CH:11][C:10]=2[F:17])[C:3]=1[N:18]1[CH2:23][CH2:22][CH:21]([CH3:24])[CH2:20][CH2:19]1.[C:25](=O)([O-])[O-].[Cs+].[Cs+].CB1OB(C)OB(C)O1.C(Cl)Cl. Product: [CH3:24][CH:21]1[CH2:22][CH2:23][N:18]([C:3]2[N:4]([C:9]3[C:14]([F:15])=[CH:13][C:12]([F:16])=[CH:11][C:10]=3[F:17])[C:5]([S:7][CH3:8])=[N:6][C:2]=2[CH3:25])[CH2:19][CH2:20]1. The catalyst class is: 75. (3) Reactant: [CH3:1][C:2]1[CH:22]=[CH:21][C:5]([C:6]([N:8]=[C:9]2[NH:13][C:12]3[CH:14]=[CH:15][C:16]([C:18]([OH:20])=O)=[CH:17][C:11]=3[S:10]2)=[O:7])=[CH:4][CH:3]=1.Cl.[NH:24]1[CH2:27][CH2:26][CH2:25]1.F[P-](F)(F)(F)(F)F.N1(O[P+](N(C)C)(N(C)C)N(C)C)C2C=CC=CC=2N=N1.C(N(C(C)C)CC)(C)C. Product: [N:24]1([C:18]([C:16]2[CH:15]=[CH:14][C:12]3[NH:13][C:9](=[N:8][C:6](=[O:7])[C:5]4[CH:21]=[CH:22][C:2]([CH3:1])=[CH:3][CH:4]=4)[S:10][C:11]=3[CH:17]=2)=[O:20])[CH2:27][CH2:26][CH2:25]1. The catalyst class is: 288. (4) Reactant: [ClH:1].Cl.[CH3:3][NH:4][CH2:5][C:6]1[N:7]=[C:8]([C:20]2[CH:25]=[CH:24][CH:23]=[CH:22][CH:21]=2)[N:9]([CH2:11][S:12][C:13]2[CH:18]=[CH:17][C:16]([CH3:19])=[CH:15][CH:14]=2)[CH:10]=1.OOS([O-])=O.[K+].[OH2:32].[OH2:33].O.O.O.S([O-])([O-])(=O)=S.[Na+].[Na+].C(=O)([O-])O.[Na+]. Product: [ClH:1].[ClH:1].[CH3:3][NH:4][CH2:5][C:6]1[N:7]=[C:8]([C:20]2[CH:25]=[CH:24][CH:23]=[CH:22][CH:21]=2)[N:9]([CH2:11][S:12]([C:13]2[CH:18]=[CH:17][C:16]([CH3:19])=[CH:15][CH:14]=2)(=[O:33])=[O:32])[CH:10]=1. The catalyst class is: 283. (5) Reactant: Br[C:2]1[CH:3]=[CH:4][C:5]([F:21])=[C:6]([C@:8]2([CH3:20])[CH2:13][O:12][C@@:11]([CH3:18])([C:14]([F:17])([F:16])[F:15])[C:10]([NH2:19])=[N:9]2)[CH:7]=1.C([O-])(=O)C.[Na+]. Product: [F:21][C:5]1[CH:4]=[CH:3][CH:2]=[CH:7][C:6]=1[C@:8]1([CH3:20])[CH2:13][O:12][C@@:11]([CH3:18])([C:14]([F:15])([F:16])[F:17])[C:10]([NH2:19])=[N:9]1. The catalyst class is: 19. (6) Reactant: [C:1]1(=[O:11])[C:10]2[C:5](=[CH:6][CH:7]=[CH:8][CH:9]=2)[CH2:4][CH2:3][CH2:2]1.[N-:12]=[N+]=[N-].[Na+].OS(O)(=O)=O. Product: [NH:12]1[C:1](=[O:11])[CH2:2][CH2:3][CH2:4][C:5]2[CH:6]=[CH:7][CH:8]=[CH:9][C:10]1=2. The catalyst class is: 146. (7) Reactant: ClC1N=C(C2NC3C(C=2)=CC=CC=3)C(O)=CC=1.ClCI.C([O-])([O-])=O.[K+].[K+].[Cl:27][C:28]1[CH:29]=[CH:30][C:31]2[O:43][CH2:42][N:34]3[C:35]4[CH:36]=[CH:37][CH:38]=[CH:39][C:40]=4[CH:41]=[C:33]3[C:32]=2[N:44]=1. Product: [Cl:27][C:28]1[CH:29]=[CH:30][C:31]2[O:43][CH2:42][C:41]3[C:40]4[C:35](=[CH:36][CH:37]=[CH:38][CH:39]=4)[NH:34][C:33]=3[C:32]=2[N:44]=1. The catalyst class is: 18.